Predict which catalyst facilitates the given reaction. From a dataset of Catalyst prediction with 721,799 reactions and 888 catalyst types from USPTO. (1) Reactant: [C:1]([N:8]1[CH2:15][C:14](=[CH2:16])[CH2:13][C@H:9]1[C:10]([OH:12])=O)([O:3][C:4]([CH3:7])([CH3:6])[CH3:5])=[O:2].[F:17][C:18]([F:28])([F:27])[O:19][C:20]1[CH:21]=[C:22]([CH:24]=[CH:25][CH:26]=1)[NH2:23].CN(C(ON1N=NC2C=CC=CC1=2)=[N+](C)C)C.F[P-](F)(F)(F)(F)F.C(N(C(C)C)CC)(C)C. Product: [C:4]([O:3][C:1]([N:8]1[CH2:15][C:14](=[CH2:16])[CH2:13][C@H:9]1[C:10](=[O:12])[NH:23][C:22]1[CH:24]=[CH:25][CH:26]=[C:20]([O:19][C:18]([F:17])([F:27])[F:28])[CH:21]=1)=[O:2])([CH3:5])([CH3:6])[CH3:7]. The catalyst class is: 2. (2) Reactant: [Cl:1][C:2]1[CH:11]=[C:10]2[C:5]([C:6]([NH:12][CH2:13][CH2:14][CH2:15][NH2:16])=[CH:7][CH:8]=[N:9]2)=[CH:4][CH:3]=1.C(Cl)CCl.[CH2:21]([N:23]([CH2:26][CH3:27])[CH2:24][CH3:25])[CH3:22].CN([CH:31]=[O:32])C. Product: [Cl:1][C:2]1[CH:11]=[C:10]2[C:5]([C:6]([N:12]([C:31](=[O:32])[CH2:22][CH2:21][N:23]([CH2:26][CH3:27])[CH2:24][CH3:25])[CH2:13][CH2:14][CH2:15][NH2:16])=[CH:7][CH:8]=[N:9]2)=[CH:4][CH:3]=1. The catalyst class is: 22. (3) Reactant: [NH2:1][C:2]1[CH:7]=[CH:6][CH:5]=[CH:4][CH:3]=1.N1C=CC=CC=1.[CH3:14][S:15](Cl)(=[O:17])=[O:16].[OH-].[Na+]. Product: [C:2]1([NH:1][S:15]([CH3:14])(=[O:17])=[O:16])[CH:7]=[CH:6][CH:5]=[CH:4][CH:3]=1. The catalyst class is: 46. (4) Reactant: [CH3:1][N:2]1[CH:6]=[N:5][N:4]=[C:3]1[S:7][CH2:8][CH2:9][S:10][C:11]1[CH:16]=[CH:15][C:14]([N+:17]([O-])=O)=[CH:13][CH:12]=1.[Cl-].[Ca+2].[Cl-]. Product: [CH3:1][N:2]1[CH:6]=[N:5][N:4]=[C:3]1[S:7][CH2:8][CH2:9][S:10][C:11]1[CH:16]=[CH:15][C:14]([NH2:17])=[CH:13][CH:12]=1. The catalyst class is: 8. (5) Reactant: [C:1]([C:5]1[CH:10]=[CH:9][C:8]([CH:11]=[C:12]([CH3:16])[C:13]([OH:15])=[O:14])=[CH:7][CH:6]=1)([CH3:4])([CH3:3])[CH3:2]. Product: [C:1]([C:5]1[CH:10]=[CH:9][C:8]([CH2:11][CH:12]([CH3:16])[C:13]([OH:15])=[O:14])=[CH:7][CH:6]=1)([CH3:4])([CH3:2])[CH3:3]. The catalyst class is: 43.